This data is from Full USPTO retrosynthesis dataset with 1.9M reactions from patents (1976-2016). The task is: Predict the reactants needed to synthesize the given product. Given the product [Cl:1][C:2]1[N:3]=[C:4]([C:7]2([C:8]#[N:9])[CH2:12][CH2:11]2)[S:5][CH:6]=1, predict the reactants needed to synthesize it. The reactants are: [Cl:1][C:2]1[N:3]=[C:4]([CH2:7][C:8]#[N:9])[S:5][CH:6]=1.Br[CH2:11][CH2:12]Br.[OH-].[Na+].